This data is from Forward reaction prediction with 1.9M reactions from USPTO patents (1976-2016). The task is: Predict the product of the given reaction. (1) Given the reactants [CH3:1][N:2]([C:10]([C:12]1[CH:17]=[CH:16][C:15]([C:18]2[CH:23]=[CH:22][C:21]([N+:24]([O-])=O)=[CH:20][CH:19]=2)=[CH:14][CH:13]=1)=[O:11])[C@H:3]([C:7]([O-:9])=[O:8])[CH:4]([CH3:6])[CH3:5].Cl.[CH2:28](O)C, predict the reaction product. The product is: [NH2:24][C:21]1[CH:22]=[CH:23][C:18]([C:15]2[CH:16]=[CH:17][C:12]([C:10]([N:2]([CH3:1])[C@H:3]([C:7]([O:9][CH3:28])=[O:8])[CH:4]([CH3:6])[CH3:5])=[O:11])=[CH:13][CH:14]=2)=[CH:19][CH:20]=1. (2) Given the reactants CO[C:3]1[CH:8]=[CH:7][CH:6]=[CH:5][C:4]=1[S:9][CH2:10][CH2:11][CH2:12][N:13]([C@H:29]1[CH2:34][CH2:33][C@H:32]([CH3:35])[CH2:31][CH2:30]1)[C:14](=[O:28])[NH:15][C:16]1[S:17][C:18]([S:21][C:22](C)(C)[C:23]([OH:25])=[O:24])=[CH:19][N:20]=1.C1(S)C=CC=CC=1.C(OC(=O)CSC1SC(N)=NC=1)C, predict the reaction product. The product is: [CH3:35][C@H:32]1[CH2:33][CH2:34][C@H:29]([N:13]([CH2:12][CH2:11][CH2:10][S:9][C:4]2[CH:3]=[CH:8][CH:7]=[CH:6][CH:5]=2)[C:14](=[O:28])[NH:15][C:16]2[S:17][C:18]([S:21][CH2:22][C:23]([OH:25])=[O:24])=[CH:19][N:20]=2)[CH2:30][CH2:31]1.